This data is from Reaction yield outcomes from USPTO patents with 853,638 reactions. The task is: Predict the reaction yield, written as a fraction of the theoretical maximum amount of product (1.0 means a 100% yield; for example, 0.34 means a 34% yield). (1) The reactants are [C:1]1([C:7]2[O:8][C:9]3[C:15]([C:16]([OH:18])=O)=[CH:14][CH:13]=[CH:12][C:10]=3[N:11]=2)[CH:6]=[CH:5][CH:4]=[CH:3][CH:2]=1.Cl.Cl.[NH2:21][CH:22]1[CH:27]2[CH2:28][CH2:29][N:24]([CH2:25][CH2:26]2)[CH2:23]1. No catalyst specified. The product is [N:24]12[CH2:29][CH2:28][CH:27]([CH2:26][CH2:25]1)[CH:22]([NH:21][C:16]([C:15]1[C:9]3[O:8][C:7]([C:1]4[CH:2]=[CH:3][CH:4]=[CH:5][CH:6]=4)=[N:11][C:10]=3[CH:12]=[CH:13][CH:14]=1)=[O:18])[CH2:23]2. The yield is 0.570. (2) The reactants are [Br-].[CH3:2][O:3][C:4]1[CH:5]=[C:6]([CH:27]=[CH:28][CH:29]=1)[CH2:7][P+](C1C=CC=CC=1)(C1C=CC=CC=1)C1C=CC=CC=1.C(O[K])(C)(C)C.[Br:36][C:37]1[S:38][C:39]([CH:42]=O)=[CH:40][N:41]=1. The catalyst is CN(C=O)C. The product is [CH3:2][O:3][C:4]1[CH:5]=[C:6]([CH:27]=[CH:28][CH:29]=1)[CH:7]=[CH:42][C:39]1[S:38][C:37]([Br:36])=[N:41][CH:40]=1. The yield is 0.980.